This data is from NCI-60 drug combinations with 297,098 pairs across 59 cell lines. The task is: Regression. Given two drug SMILES strings and cell line genomic features, predict the synergy score measuring deviation from expected non-interaction effect. (1) Drug 1: C1C(C(OC1N2C=NC3=C(N=C(N=C32)Cl)N)CO)O. Drug 2: CC=C1C(=O)NC(C(=O)OC2CC(=O)NC(C(=O)NC(CSSCCC=C2)C(=O)N1)C(C)C)C(C)C. Cell line: HS 578T. Synergy scores: CSS=40.0, Synergy_ZIP=1.58, Synergy_Bliss=5.21, Synergy_Loewe=-27.1, Synergy_HSA=4.11. (2) Drug 1: CC(C)(C#N)C1=CC(=CC(=C1)CN2C=NC=N2)C(C)(C)C#N. Drug 2: C1C(C(OC1N2C=NC(=NC2=O)N)CO)O. Cell line: TK-10. Synergy scores: CSS=7.78, Synergy_ZIP=-1.29, Synergy_Bliss=-1.19, Synergy_Loewe=2.59, Synergy_HSA=-2.32. (3) Drug 1: CC12CCC3C(C1CCC2=O)CC(=C)C4=CC(=O)C=CC34C. Drug 2: CNC(=O)C1=NC=CC(=C1)OC2=CC=C(C=C2)NC(=O)NC3=CC(=C(C=C3)Cl)C(F)(F)F. Cell line: EKVX. Synergy scores: CSS=14.4, Synergy_ZIP=0.554, Synergy_Bliss=0.0506, Synergy_Loewe=-1.64, Synergy_HSA=2.32. (4) Drug 1: C1=NC2=C(N1)C(=S)N=C(N2)N. Drug 2: CCCCC(=O)OCC(=O)C1(CC(C2=C(C1)C(=C3C(=C2O)C(=O)C4=C(C3=O)C=CC=C4OC)O)OC5CC(C(C(O5)C)O)NC(=O)C(F)(F)F)O. Synergy scores: CSS=12.6, Synergy_ZIP=-7.47, Synergy_Bliss=-0.938, Synergy_Loewe=-0.0409, Synergy_HSA=0.137. Cell line: SW-620. (5) Drug 1: C1=CC(=CC=C1C#N)C(C2=CC=C(C=C2)C#N)N3C=NC=N3. Drug 2: CS(=O)(=O)OCCCCOS(=O)(=O)C. Cell line: MCF7. Synergy scores: CSS=7.87, Synergy_ZIP=-1.74, Synergy_Bliss=-0.310, Synergy_Loewe=6.67, Synergy_HSA=1.77. (6) Drug 1: CN(CC1=CN=C2C(=N1)C(=NC(=N2)N)N)C3=CC=C(C=C3)C(=O)NC(CCC(=O)O)C(=O)O. Drug 2: CC1=C(C=C(C=C1)NC(=O)C2=CC=C(C=C2)CN3CCN(CC3)C)NC4=NC=CC(=N4)C5=CN=CC=C5. Cell line: NCI-H460. Synergy scores: CSS=9.03, Synergy_ZIP=4.46, Synergy_Bliss=2.19, Synergy_Loewe=-64.0, Synergy_HSA=-5.66.